From a dataset of Catalyst prediction with 721,799 reactions and 888 catalyst types from USPTO. Predict which catalyst facilitates the given reaction. (1) Reactant: [F:1][C:2]([F:17])([F:16])[O:3][C:4]1[CH:15]=[CH:14][C:7]([CH2:8][CH:9]([C:12]#[N:13])[C:10]#[N:11])=[CH:6][CH:5]=1.[H-].[Na+].Br[CH2:21][CH:22]1[CH2:25][CH2:24][CH2:23]1. Product: [CH:22]1([CH2:21][C:9]([CH2:8][C:7]2[CH:6]=[CH:5][C:4]([O:3][C:2]([F:16])([F:17])[F:1])=[CH:15][CH:14]=2)([C:12]#[N:13])[C:10]#[N:11])[CH2:25][CH2:24][CH2:23]1. The catalyst class is: 9. (2) Reactant: [BH4-].[Na+].[C:3]([O:7][C:8]([NH:10][C:11]1[S:15][C:14]([C:16](OCC)=[O:17])=[N:13][CH:12]=1)=[O:9])([CH3:6])([CH3:5])[CH3:4]. Product: [OH:17][CH2:16][C:14]1[S:15][C:11]([NH:10][C:8](=[O:9])[O:7][C:3]([CH3:5])([CH3:4])[CH3:6])=[CH:12][N:13]=1. The catalyst class is: 5.